Dataset: Reaction yield outcomes from USPTO patents with 853,638 reactions. Task: Predict the reaction yield, written as a fraction of the theoretical maximum amount of product (1.0 means a 100% yield; for example, 0.34 means a 34% yield). (1) The reactants are [S:1]([O:6][CH3:7])([O:4][CH3:5])(=[O:3])=[O:2].C([C:10]1[NH:11][CH:12]=[CH:13][N:14]=1)C.[CH3:15][O:16][CH2:17][CH2:18][O:19][CH2:20][CH2:21]O. No catalyst specified. The product is [CH3:15][O:16][CH2:17][CH2:18][O:19][CH2:20][CH2:7][O:6][S:1]([O-:4])(=[O:2])=[O:3].[CH3:5][N+:14]1[CH:13]=[CH:12][N:11]([CH2:20][CH3:21])[CH:10]=1. The yield is 1.00. (2) The reactants are [Cl:1][C:2]1[CH:3]=[CH:4][C:5]([O:14]C)=[C:6]([CH:8]2[CH2:13][CH2:12][NH:11][CH2:10][CH2:9]2)[CH:7]=1.[BrH:16]. No catalyst specified. The product is [BrH:16].[Cl:1][C:2]1[CH:3]=[CH:4][C:5]([OH:14])=[C:6]([CH:8]2[CH2:9][CH2:10][NH:11][CH2:12][CH2:13]2)[CH:7]=1. The yield is 0.970. (3) The reactants are Br[C:2]1[CH:3]=[C:4]([C:8]2([C:20]3[CH:25]=[CH:24][N:23]=[CH:22][CH:21]=3)[C:12]3=[N:13][CH2:14][C:15]([F:18])([F:17])[CH2:16][N:11]3[C:10]([NH2:19])=[N:9]2)[CH:5]=[CH:6][CH:7]=1.[F:26][C:27]1[CH:32]=[CH:31][C:30]([O:33][CH3:34])=[CH:29][C:28]=1B(O)O. No catalyst specified. The product is [F:17][C:15]1([F:18])[CH2:16][N:11]2[C:10]([NH2:19])=[N:9][C:8]([C:4]3[CH:3]=[C:2]([C:28]4[CH:29]=[C:30]([O:33][CH3:34])[CH:31]=[CH:32][C:27]=4[F:26])[CH:7]=[CH:6][CH:5]=3)([C:20]3[CH:25]=[CH:24][N:23]=[CH:22][CH:21]=3)[C:12]2=[N:13][CH2:14]1. The yield is 0.720. (4) The reactants are [Br:1][C:2]1[CH:6]=[N:5][N:4]([CH3:7])[C:3]=1[C:8]1[CH:9]=[C:10]([NH2:23])[CH:11]=[CH:12][C:13]=1[O:14][CH2:15][CH2:16][N:17]1[CH2:22][CH2:21][O:20][CH2:19][CH2:18]1.[CH:24]1([C:29](O)=[O:30])[CH2:28][CH2:27][CH2:26][CH2:25]1.CN(C(ON1N=NC2C=CC=NC1=2)=[N+](C)C)C.F[P-](F)(F)(F)(F)F.C(N(CC)CC)C. The catalyst is CN(C=O)C. The product is [Br:1][C:2]1[CH:6]=[N:5][N:4]([CH3:7])[C:3]=1[C:8]1[CH:9]=[C:10]([NH:23][C:29]([CH:24]2[CH2:28][CH2:27][CH2:26][CH2:25]2)=[O:30])[CH:11]=[CH:12][C:13]=1[O:14][CH2:15][CH2:16][N:17]1[CH2:18][CH2:19][O:20][CH2:21][CH2:22]1. The yield is 0.210. (5) The reactants are FC(F)(F)C(O)=O.[CH3:8][O:9][C:10]([C@H:12]1[CH2:17][CH2:16][C@H:15]([NH:18]C(OC(C)(C)C)=O)[CH2:14][CH2:13]1)=[O:11]. The catalyst is ClCCl. The product is [CH3:8][O:9][C:10]([C@H:12]1[CH2:17][CH2:16][C@H:15]([NH2:18])[CH2:14][CH2:13]1)=[O:11]. The yield is 0.790. (6) The product is [ClH:23].[F:29][C:18]([F:17])([F:30])[C:19]1[CH:27]=[C:26]([F:28])[CH:25]=[CH:24][C:20]=1[C:21]([NH:1][C:2]1[CH:7]=[CH:6][CH:5]=[C:4]([C:8]([CH:10]2[CH2:15][CH2:14][N:13]([CH3:16])[CH2:12][CH2:11]2)=[O:9])[N:3]=1)=[O:22]. The catalyst is O1CCOCC1. The yield is 0.680. The reactants are [NH2:1][C:2]1[CH:7]=[CH:6][CH:5]=[C:4]([C:8]([CH:10]2[CH2:15][CH2:14][N:13]([CH3:16])[CH2:12][CH2:11]2)=[O:9])[N:3]=1.[F:17][C:18]([F:30])([F:29])[C:19]1[CH:27]=[C:26]([F:28])[CH:25]=[CH:24][C:20]=1[C:21]([Cl:23])=[O:22]. (7) The reactants are [C:1]([C:5]1[N:6]=[C:7]([NH:10][C:11]([C:13]2[CH:36]=[CH:35][N:16]3[C:17](=[O:34])[C:18]([CH:32]=O)=[C:19]([N:21]4[CH2:26][CH2:25][CH2:24][CH:23]([C:27]([N:29]([CH3:31])[CH3:30])=[O:28])[CH2:22]4)[N:20]=[C:15]3[CH:14]=2)=[O:12])[S:8][CH:9]=1)([CH3:4])([CH3:3])[CH3:2].[Cl-].[Li+].FC(F)(F)COP([CH2:51][C:52]([O:54][CH3:55])=[O:53])(=O)OCC(F)(F)F.N12CCCN=C1CCCCC2. The catalyst is O1CCCC1. The product is [C:1]([C:5]1[N:6]=[C:7]([NH:10][C:11]([C:13]2[CH:36]=[CH:35][N:16]3[C:17](=[O:34])[C:18](/[CH:32]=[CH:51]/[C:52]([O:54][CH3:55])=[O:53])=[C:19]([N:21]4[CH2:26][CH2:25][CH2:24][CH:23]([C:27]([N:29]([CH3:30])[CH3:31])=[O:28])[CH2:22]4)[N:20]=[C:15]3[CH:14]=2)=[O:12])[S:8][CH:9]=1)([CH3:4])([CH3:2])[CH3:3]. The yield is 0.682.